Regression. Given two drug SMILES strings and cell line genomic features, predict the synergy score measuring deviation from expected non-interaction effect. From a dataset of NCI-60 drug combinations with 297,098 pairs across 59 cell lines. (1) Drug 1: CNC(=O)C1=NC=CC(=C1)OC2=CC=C(C=C2)NC(=O)NC3=CC(=C(C=C3)Cl)C(F)(F)F. Drug 2: CN1C2=C(C=C(C=C2)N(CCCl)CCCl)N=C1CCCC(=O)O.Cl. Cell line: SF-295. Synergy scores: CSS=0.479, Synergy_ZIP=-1.97, Synergy_Bliss=-3.74, Synergy_Loewe=-3.33, Synergy_HSA=-2.99. (2) Drug 1: C1CCN(CC1)CCOC2=CC=C(C=C2)C(=O)C3=C(SC4=C3C=CC(=C4)O)C5=CC=C(C=C5)O. Drug 2: COCCOC1=C(C=C2C(=C1)C(=NC=N2)NC3=CC=CC(=C3)C#C)OCCOC.Cl. Cell line: RXF 393. Synergy scores: CSS=11.2, Synergy_ZIP=-2.52, Synergy_Bliss=-0.316, Synergy_Loewe=-4.34, Synergy_HSA=-0.603. (3) Cell line: M14. Drug 1: C1=CN(C=N1)CC(O)(P(=O)(O)O)P(=O)(O)O. Drug 2: CC(C)NC(=O)C1=CC=C(C=C1)CNNC.Cl. Synergy scores: CSS=-2.04, Synergy_ZIP=-1.65, Synergy_Bliss=-5.45, Synergy_Loewe=-5.55, Synergy_HSA=-6.80. (4) Drug 1: C1=CC(=CC=C1CCC2=CNC3=C2C(=O)NC(=N3)N)C(=O)NC(CCC(=O)O)C(=O)O. Drug 2: CCC1(CC2CC(C3=C(CCN(C2)C1)C4=CC=CC=C4N3)(C5=C(C=C6C(=C5)C78CCN9C7C(C=CC9)(C(C(C8N6C)(C(=O)OC)O)OC(=O)C)CC)OC)C(=O)OC)O.OS(=O)(=O)O. Cell line: UO-31. Synergy scores: CSS=25.1, Synergy_ZIP=-5.60, Synergy_Bliss=-3.06, Synergy_Loewe=-1.26, Synergy_HSA=-0.983. (5) Drug 1: CC1=C(C=C(C=C1)NC(=O)C2=CC=C(C=C2)CN3CCN(CC3)C)NC4=NC=CC(=N4)C5=CN=CC=C5. Drug 2: CC1C(C(CC(O1)OC2CC(OC(C2O)C)OC3=CC4=CC5=C(C(=O)C(C(C5)C(C(=O)C(C(C)O)O)OC)OC6CC(C(C(O6)C)O)OC7CC(C(C(O7)C)O)OC8CC(C(C(O8)C)O)(C)O)C(=C4C(=C3C)O)O)O)O. Cell line: SF-539. Synergy scores: CSS=50.5, Synergy_ZIP=-0.00328, Synergy_Bliss=4.16, Synergy_Loewe=-16.9, Synergy_HSA=2.17.